The task is: Predict the reactants needed to synthesize the given product.. This data is from Full USPTO retrosynthesis dataset with 1.9M reactions from patents (1976-2016). (1) The reactants are: [CH2:1]([N:3]1[CH2:8][C:7]([CH3:10])([CH3:9])[O:6][C:5](=[O:11])[CH:4]1[CH2:12][C:13]([OH:15])=O)[CH3:2].[CH:16]([N:19](C(C)C)[CH2:20][CH3:21])(C)[CH3:17].CN(C(ON1N=NC2C=CC=NC1=2)=[N+](C)C)C.F[P-](F)(F)(F)(F)F.C(NCC)C. Given the product [CH2:16]([N:19]([CH2:20][CH3:21])[C:13](=[O:15])[CH2:12][CH:4]1[C:5](=[O:11])[O:6][C:7]([CH3:9])([CH3:10])[CH2:8][N:3]1[CH2:1][CH3:2])[CH3:17], predict the reactants needed to synthesize it. (2) The reactants are: Cl[C:2]1[C:7]([C:8]([NH2:10])=[O:9])=[CH:6][N:5]=[C:4](Cl)[CH:3]=1.[O:12]([C:19]1[CH:24]=[CH:23][C:22]([OH:25])=[CH:21][CH:20]=1)[C:13]1[CH:18]=[CH:17][CH:16]=[CH:15][CH:14]=1.C(O[C:31](=[O:38])[NH:32][C@H:33]1[CH2:37][CH2:36][NH:35][CH2:34]1)(C)(C)C.[C:39](O)(=O)[CH:40]=C. Given the product [C:31]([NH:32][C@H:33]1[CH2:37][CH2:36][N:35]([C:4]2[CH:3]=[C:2]([O:25][C:22]3[CH:21]=[CH:20][C:19]([O:12][C:13]4[CH:18]=[CH:17][CH:16]=[CH:15][CH:14]=4)=[CH:24][CH:23]=3)[C:7]([C:8]([NH2:10])=[O:9])=[CH:6][N:5]=2)[CH2:34]1)(=[O:38])[CH:39]=[CH2:40], predict the reactants needed to synthesize it. (3) Given the product [F:9][C:10]1[CH:15]=[CH:14][C:13]([O:16][C:2]2[CH:3]=[C:4]([NH2:5])[CH:6]=[CH:7][CH:8]=2)=[CH:12][CH:11]=1, predict the reactants needed to synthesize it. The reactants are: Br[C:2]1[CH:3]=[C:4]([CH:6]=[CH:7][CH:8]=1)[NH2:5].[F:9][C:10]1[CH:15]=[CH:14][C:13]([OH:16])=[CH:12][CH:11]=1.C(=O)([O-])[O-].[K+].[K+]. (4) Given the product [CH2:1]([O:3][C:4]([C:6]1[S:10][C:9]([N:11]2[C:15]3[CH:16]=[C:17]([CH2:20][CH2:21][CH2:22][CH2:23][O:24][CH2:25][C:26]4[CH:27]=[CH:28][CH:29]=[CH:30][CH:31]=4)[CH:18]=[CH:19][C:14]=3[N:13]=[CH:12]2)=[N:8][C:7]=1[C:32]1[CH:37]=[CH:36][CH:35]=[C:34]([Cl:38])[CH:33]=1)=[O:5])[CH3:2], predict the reactants needed to synthesize it. The reactants are: [CH2:1]([O:3][C:4]([C:6]1[S:10][C:9]([N:11]2[C:15]3[CH:16]=[C:17]([CH:20]=[CH:21][CH2:22][CH2:23][O:24][CH2:25][C:26]4[CH:31]=[CH:30][CH:29]=[CH:28][CH:27]=4)[CH:18]=[CH:19][C:14]=3[N:13]=[CH:12]2)=[N:8][C:7]=1[C:32]1[CH:37]=[CH:36][CH:35]=[C:34]([Cl:38])[CH:33]=1)=[O:5])[CH3:2].O1CCCC1. (5) Given the product [C:1](=[O:26])([O:2][C:3]([CH3:6])([CH3:5])[CH3:4])[O:7][C:8]1[N:12]([C:13]2[CH:18]=[CH:17][CH:16]=[CH:15][N:14]=2)[N:11]=[C:10]([C:19]2[CH:20]=[C:21]([C:40]3[CH:45]=[CH:44][CH:43]=[CH:42][CH:41]=3)[CH:22]=[CH:23][CH:24]=2)[CH:9]=1, predict the reactants needed to synthesize it. The reactants are: [C:1](=[O:26])([O:7][C:8]1[N:12]([C:13]2[CH:18]=[CH:17][CH:16]=[CH:15][N:14]=2)[N:11]=[C:10]([C:19]2[CH:24]=[CH:23][CH:22]=[C:21](I)[CH:20]=2)[CH:9]=1)[O:2][C:3]([CH3:6])([CH3:5])[CH3:4].C(=O)(OC(C)(C)C)OC1N(C2C=CC=CN=2)N=C([C:40]2[CH:45]=[CH:44][C:43](Br)=[CH:42][CH:41]=2)C=1. (6) The reactants are: Cl[C:2]1[C:7]([N+:8]([O-:10])=[O:9])=[C:6]([NH:11][CH2:12][C:13]([CH3:16])([OH:15])[CH3:14])[CH:5]=[C:4]([CH2:17][CH2:18][CH2:19][CH2:20][CH3:21])[N:3]=1.C(N(CC)CC)C.[CH3:29][O:30][C:31]1[CH:47]=[CH:46][C:34]([CH2:35][NH:36][CH2:37][C:38]2[CH:43]=[CH:42][C:41]([O:44][CH3:45])=[CH:40][CH:39]=2)=[CH:33][CH:32]=1. Given the product [CH3:45][O:44][C:41]1[CH:40]=[CH:39][C:38]([CH2:37][N:36]([CH2:35][C:34]2[CH:46]=[CH:47][C:31]([O:30][CH3:29])=[CH:32][CH:33]=2)[C:2]2[C:7]([N+:8]([O-:10])=[O:9])=[C:6]([NH:11][CH2:12][C:13]([CH3:16])([OH:15])[CH3:14])[CH:5]=[C:4]([CH2:17][CH2:18][CH2:19][CH2:20][CH3:21])[N:3]=2)=[CH:43][CH:42]=1, predict the reactants needed to synthesize it. (7) Given the product [C:2]1([C:1]2[S:33][C:16]([C:17]3[CH:22]=[CH:21][CH:20]=[CH:19][CH:18]=3)=[CH:15][C:9]=2[C:10]([O:12][CH2:13][CH3:14])=[O:11])[CH:7]=[CH:6][CH:5]=[CH:4][CH:3]=1, predict the reactants needed to synthesize it. The reactants are: [C:1]([CH:9]([CH2:15][C:16](=O)[C:17]1[CH:22]=[CH:21][CH:20]=[CH:19][CH:18]=1)[C:10]([O:12][CH2:13][CH3:14])=[O:11])(=O)[C:2]1[CH:7]=[CH:6][CH:5]=[CH:4][CH:3]=1.COC1C=CC(P2(SP(C3C=CC(OC)=CC=3)(=S)S2)=[S:33])=CC=1. (8) Given the product [C:1]1([C:7]2[N:8]([S:38]([C:34]3[CH:33]=[N:32][CH:37]=[CH:36][CH:35]=3)(=[O:40])=[O:39])[CH:9]=[C:10]([CH:12]=[O:13])[N:11]=2)[CH:2]=[CH:3][CH:4]=[CH:5][CH:6]=1, predict the reactants needed to synthesize it. The reactants are: [C:1]1([C:7]2[NH:8][CH:9]=[C:10]([CH:12]=[O:13])[N:11]=2)[CH:6]=[CH:5][CH:4]=[CH:3][CH:2]=1.[H-].[Na+].C1OCCOCCOCCOCCOC1.Cl.[N:32]1[CH:37]=[CH:36][CH:35]=[C:34]([S:38](Cl)(=[O:40])=[O:39])[CH:33]=1.C(=O)([O-])O.[Na+]. (9) Given the product [F:1][C:2]1[CH:3]=[CH:4][C:5]([C:8](=[O:9])[CH2:13][CH2:14][CH2:15][N:16]2[CH2:21][CH2:20][CH2:19][CH:18]([CH2:22][OH:23])[CH2:17]2)=[CH:6][CH:7]=1, predict the reactants needed to synthesize it. The reactants are: [F:1][C:2]1[CH:7]=[CH:6][C:5]([C:8]2([CH2:13][CH2:14][CH2:15][N:16]3[CH2:21][CH2:20][CH2:19][CH:18]([CH2:22][OH:23])[CH2:17]3)OCC[O:9]2)=[CH:4][CH:3]=1.Cl. (10) Given the product [CH3:7][S:8]([C:11]1[CH:12]=[CH:13][C:14]([CH:17]([CH2:31][CH:32]2[CH2:33][CH2:34][O:35][CH2:36][CH2:37]2)[C:18]([NH:20][C:21]2[S:22][C:23]([C:26]([OH:28])=[O:27])=[CH:24][N:25]=2)=[O:19])=[CH:15][CH:16]=1)(=[O:10])=[O:9], predict the reactants needed to synthesize it. The reactants are: CC#N.O[Li].O.[CH3:7][S:8]([C:11]1[CH:16]=[CH:15][C:14]([CH:17]([CH2:31][CH:32]2[CH2:37][CH2:36][O:35][CH2:34][CH2:33]2)[C:18]([NH:20][C:21]2[S:22][C:23]([C:26]([O:28]CC)=[O:27])=[CH:24][N:25]=2)=[O:19])=[CH:13][CH:12]=1)(=[O:10])=[O:9].